Dataset: Reaction yield outcomes from USPTO patents with 853,638 reactions. Task: Predict the reaction yield, written as a fraction of the theoretical maximum amount of product (1.0 means a 100% yield; for example, 0.34 means a 34% yield). (1) The yield is 0.0300. The product is [NH2:1][C:2]1[N:3]([CH2:24][CH3:25])[C:4](=[O:23])[C:5]2([C:15]3[C:10](=[CH:11][CH:12]=[C:13]([C:30]4[CH:29]=[C:28]([CH:33]=[CH:32][CH:31]=4)[C:26]#[N:27])[CH:14]=3)[O:9][CH:8]([C:17]3[CH:22]=[CH:21][CH:20]=[CH:19][CH:18]=3)[CH2:7]2)[N:6]=1. The catalyst is C1(C)C=CC=CC=1.C([O-])([O-])=O.[Na+].[Na+].C1C=CC([P]([Pd]([P](C2C=CC=CC=2)(C2C=CC=CC=2)C2C=CC=CC=2)([P](C2C=CC=CC=2)(C2C=CC=CC=2)C2C=CC=CC=2)[P](C2C=CC=CC=2)(C2C=CC=CC=2)C2C=CC=CC=2)(C2C=CC=CC=2)C2C=CC=CC=2)=CC=1. The reactants are [NH2:1][C:2]1[N:3]([CH2:24][CH3:25])[C:4](=[O:23])[C:5]2([C:15]3[C:10](=[CH:11][CH:12]=[C:13](Br)[CH:14]=3)[O:9][CH:8]([C:17]3[CH:22]=[CH:21][CH:20]=[CH:19][CH:18]=3)[CH2:7]2)[N:6]=1.[C:26]([C:28]1[CH:33]=[CH:32][C:31](B(O)O)=[CH:30][CH:29]=1)#[N:27]. (2) The reactants are [CH3:1][C:2]1[C:11]([N+:12]([O-:14])=[O:13])=[CH:10][CH:9]=[CH:8][C:3]=1[C:4]([O:6][CH3:7])=[O:5].C1C(=O)N([Br:22])C(=O)C1.CC(N=NC(C#N)(C)C)(C#N)C. The catalyst is C(Cl)Cl. The product is [Br:22][CH2:1][C:2]1[C:11]([N+:12]([O-:14])=[O:13])=[CH:10][CH:9]=[CH:8][C:3]=1[C:4]([O:6][CH3:7])=[O:5]. The yield is 0.740. (3) The reactants are C[Al](C)C.[CH2:5]([N:7]1[CH2:13][CH2:12][CH2:11][N:10]([C:14]2[N:19]=[CH:18][C:17]([C:20]([O:22]C)=O)=[CH:16][N:15]=2)[CH2:9][CH2:8]1)[CH3:6].[CH3:24][O:25][C:26]1[CH:27]=[C:28]([CH2:34][CH2:35][C:36]2[CH:37]=[C:38]([NH2:41])[NH:39][N:40]=2)[CH:29]=[C:30]([O:32][CH3:33])[CH:31]=1. The yield is 0.220. The product is [CH3:33][O:32][C:30]1[CH:29]=[C:28]([CH2:34][CH2:35][C:36]2[CH:37]=[C:38]([NH:41][C:20]([C:17]3[CH:18]=[N:19][C:14]([N:10]4[CH2:11][CH2:12][CH2:13][N:7]([CH2:5][CH3:6])[CH2:8][CH2:9]4)=[N:15][CH:16]=3)=[O:22])[NH:39][N:40]=2)[CH:27]=[C:26]([O:25][CH3:24])[CH:31]=1. The catalyst is C1(C)C=CC=CC=1. (4) The reactants are CC1C=CC(S([O:11][CH2:12][CH2:13][O:14][CH:15]2[CH2:20][CH2:19][N:18](C(OCC3C=CC=CC=3)=O)[CH2:17][CH2:16]2)(=O)=O)=CC=1.[O:31]1[CH2:35][CH2:34][C@H:33](O)[CH2:32]1. No catalyst specified. The product is [O:31]1[CH2:35][CH2:34][C@H:33]([O:11][CH2:12][CH2:13][O:14][CH:15]2[CH2:16][CH2:17][NH:18][CH2:19][CH2:20]2)[CH2:32]1. The yield is 0.770. (5) The reactants are [CH3:1][O:2][C:3]1[CH:4]=[C:5]2[C:10](=[CH:11][CH:12]=1)[C:9]([OH:13])=[C:8]([C:14]1[CH:19]=[CH:18][CH:17]=[CH:16][CH:15]=1)[C:7]([CH2:20][CH2:21][CH3:22])=[CH:6]2.[H-].[Na+].F[C:26]1[CH:33]=[CH:32][C:29]([CH:30]=[O:31])=[CH:28][CH:27]=1. The catalyst is CN(C=O)C. The product is [CH3:1][O:2][C:3]1[CH:4]=[C:5]2[C:10](=[CH:11][CH:12]=1)[C:9]([O:13][C:26]1[CH:33]=[CH:32][C:29]([CH:30]=[O:31])=[CH:28][CH:27]=1)=[C:8]([C:14]1[CH:15]=[CH:16][CH:17]=[CH:18][CH:19]=1)[C:7]([CH2:20][CH2:21][CH3:22])=[CH:6]2. The yield is 0.890. (6) The reactants are Br[C:2]1[CH:3]=[CH:4][C:5]2[O:6][CH2:7][C:8](=[O:12])[NH:9][C:10]=2[N:11]=1.[CH2:13]([O:15]C(=O)COC1C([N+]([O-])=O)=NC(Br)=CC=1)C. The catalyst is C(O)(=O)C.CCOC(C)=O.[Fe]. The product is [O:12]=[C:8]1[CH2:7][O:6][C:5]2[CH:4]=[CH:3][C:2]([CH:13]=[O:15])=[N:11][C:10]=2[NH:9]1. The yield is 0.570. (7) The reactants are [CH2:1]([O:8][C:9](=[O:54])[NH:10][C:11]1[C:12]([C:22]([NH:24][C:25]2[CH:26]=[N:27][CH:28]=[CH:29][C:30]=2[N:31]2[CH2:36][C@H:35]([CH3:37])[C@@H:34]([O:38][Si:39]([C:42]([CH3:45])([CH3:44])[CH3:43])([CH3:41])[CH3:40])[C@H:33]([NH:46][C:47]([O:49][C:50]([CH3:53])([CH3:52])[CH3:51])=[O:48])[CH2:32]2)=[O:23])=[N:13][C:14]2[C:19]([CH:20]=1)=[CH:18][CH:17]=[C:16](Br)[CH:15]=2)[C:2]1[CH:7]=[CH:6][CH:5]=[CH:4][CH:3]=1.[O-]P([O-])([O-])=O.[K+].[K+].[K+].O1CCOCC1.[CH3:69][N:70]1[CH2:75][CH:74]=[C:73](B2OC(C)(C)C(C)(C)O2)[CH2:72][CH2:71]1. The catalyst is C1(P(C2CCCCC2)C2C=CC=CC=2C2C(C(C)C)=CC(C(C)C)=CC=2C(C)C)CCCCC1.NC1C=CC=CC=1C1C=CC=CC=1[Pd]Cl.O. The product is [CH2:1]([O:8][C:9](=[O:54])[NH:10][C:11]1[C:12]([C:22]([NH:24][C:25]2[CH:26]=[N:27][CH:28]=[CH:29][C:30]=2[N:31]2[CH2:36][C@H:35]([CH3:37])[C@@H:34]([O:38][Si:39]([C:42]([CH3:45])([CH3:44])[CH3:43])([CH3:41])[CH3:40])[C@H:33]([NH:46][C:47]([O:49][C:50]([CH3:53])([CH3:52])[CH3:51])=[O:48])[CH2:32]2)=[O:23])=[N:13][C:14]2[C:19]([CH:20]=1)=[CH:18][CH:17]=[C:16]([C:73]1[CH2:74][CH2:75][N:70]([CH3:69])[CH2:71][CH:72]=1)[CH:15]=2)[C:2]1[CH:7]=[CH:6][CH:5]=[CH:4][CH:3]=1. The yield is 0.360.